From a dataset of Full USPTO retrosynthesis dataset with 1.9M reactions from patents (1976-2016). Predict the reactants needed to synthesize the given product. (1) Given the product [NH2:1][C:2]1[N:7]=[C:6]([C:8]2[CH:13]=[CH:12][CH:11]=[C:10]([CH3:14])[CH:9]=2)[C:5]([C:15]2[CH:16]=[CH:17][C:18](=[O:21])[N:19]([CH:22]([CH3:24])[CH3:23])[N:20]=2)=[CH:4][N:3]=1, predict the reactants needed to synthesize it. The reactants are: [NH2:1][C:2]1[N:7]=[C:6]([C:8]2[CH:13]=[CH:12][CH:11]=[C:10]([CH3:14])[CH:9]=2)[C:5]([C:15]2[CH:16]=[CH:17][C:18](=[O:21])[NH:19][N:20]=2)=[CH:4][N:3]=1.[CH:22](I)([CH3:24])[CH3:23]. (2) Given the product [F:18][C:19]1[CH:20]=[C:21]([C:25]#[C:26][C:27]2[CH:38]=[C:31]([CH:32]=[O:33])[CH:30]=[N:29][CH:28]=2)[CH:22]=[CH:23][CH:24]=1, predict the reactants needed to synthesize it. The reactants are: [H-].C([Al+]CC(C)C)C(C)C.C1(C)C=CC=CC=1.[F:18][C:19]1[CH:20]=[C:21]([C:25]#[C:26][C:27]2[CH:28]=[N:29][CH:30]=[C:31]([CH:38]=2)[C:32](N(OC)C)=[O:33])[CH:22]=[CH:23][CH:24]=1.